This data is from Peptide-MHC class I binding affinity with 185,985 pairs from IEDB/IMGT. The task is: Regression. Given a peptide amino acid sequence and an MHC pseudo amino acid sequence, predict their binding affinity value. This is MHC class I binding data. (1) The peptide sequence is LSTERVREL. The MHC is HLA-B27:05 with pseudo-sequence HLA-B27:05. The binding affinity (normalized) is 0. (2) The peptide sequence is FEKQLGQVML. The MHC is HLA-B40:01 with pseudo-sequence HLA-B40:01. The binding affinity (normalized) is 0.550. (3) The peptide sequence is LNASWFNSFL. The MHC is HLA-A02:06 with pseudo-sequence HLA-A02:06. The binding affinity (normalized) is 0.486. (4) The peptide sequence is ELAPIRVNA. The MHC is HLA-B15:17 with pseudo-sequence HLA-B15:17. The binding affinity (normalized) is 0.0847. (5) The peptide sequence is SYKIGHHVEL. The MHC is HLA-A24:02 with pseudo-sequence HLA-A24:02. The binding affinity (normalized) is 0.125. (6) The peptide sequence is FLSHHFTLV. The MHC is HLA-A23:01 with pseudo-sequence HLA-A23:01. The binding affinity (normalized) is 0.113. (7) The MHC is HLA-A02:01 with pseudo-sequence HLA-A02:01. The binding affinity (normalized) is 0. The peptide sequence is ITKGLGISYGR. (8) The peptide sequence is GLGSFVARK. The MHC is HLA-A03:01 with pseudo-sequence HLA-A03:01. The binding affinity (normalized) is 0.506. (9) The MHC is HLA-A02:02 with pseudo-sequence HLA-A02:02. The binding affinity (normalized) is 0.129. The peptide sequence is DLENRCQSL.